From a dataset of Full USPTO retrosynthesis dataset with 1.9M reactions from patents (1976-2016). Predict the reactants needed to synthesize the given product. (1) Given the product [C:1]([O-:4])(=[O:3])[CH3:2].[C:5]([O-:8])(=[O:7])[CH3:6].[C:9]([O-:12])(=[O:11])[CH3:10].[Br:18][C:19]1[CH:20]=[CH:21][C:22]([Cl:28])=[C:23]([Pb+3:17])[CH:24]=1, predict the reactants needed to synthesize it. The reactants are: [C:1]([O-:4])(=[O:3])[CH3:2].[C:5]([O-:8])(=[O:7])[CH3:6].[C:9]([O-:12])(=[O:11])[CH3:10].C([O-])(=O)C.[Pb+4:17].[Br:18][C:19]1[CH:20]=[CH:21][C:22]([Cl:28])=[C:23](B(O)O)[CH:24]=1.C(=O)([O-])[O-].[K+].[K+]. (2) Given the product [Br:6][C:7]([F:13])([F:14])[C:8]([N:1]([CH2:4][CH3:5])[CH2:2][CH3:3])=[O:10], predict the reactants needed to synthesize it. The reactants are: [NH:1]([CH2:4][CH3:5])[CH2:2][CH3:3].[Br:6][C:7]([F:14])([F:13])[C:8]([O:10]CC)=O. (3) Given the product [F:43][CH:2]([F:1])[O:3][C:4]1[CH:5]=[CH:6][C:7]([C:16]2[NH:33][C:19]3[CH:20]=[N:21][N:22]([CH2:25][O:26][CH2:27][CH2:28][Si:29]([CH3:32])([CH3:31])[CH3:30])[C:23](=[O:24])[C:18]=3[C:17]=2[CH3:42])=[C:8]2[C:13]=1[O:12][C:11]([CH3:15])([CH3:14])[CH:10]=[CH:9]2, predict the reactants needed to synthesize it. The reactants are: [F:1][CH:2]([F:43])[O:3][C:4]1[CH:5]=[CH:6][C:7]([C:16]2[N:33](COCC[Si](C)(C)C)[C:19]3[CH:20]=[N:21][N:22]([CH2:25][O:26][CH2:27][CH2:28][Si:29]([CH3:32])([CH3:31])[CH3:30])[C:23](=[O:24])[C:18]=3[C:17]=2[CH3:42])=[C:8]2[C:13]=1[O:12][C:11]([CH3:15])([CH3:14])[CH:10]=[CH:9]2.C1(OC2C=C(C3N(COCC[Si](C)(C)C)C4C=NN(COCC[Si](C)(C)C)C(=O)C=4C=3C)C=CC=2OC(F)F)CC1.